From a dataset of Forward reaction prediction with 1.9M reactions from USPTO patents (1976-2016). Predict the product of the given reaction. (1) Given the reactants [I:1][C:2]1[CH:3]=[C:4]([OH:8])[CH:5]=[CH:6][CH:7]=1.C([O-])([O-])=O.[Cs+].[Cs+].Cl[C:16]1[CH:21]=[CH:20][N:19]=[C:18]([C:22]([NH:24][CH3:25])=[O:23])[CH:17]=1, predict the reaction product. The product is: [I:1][C:2]1[CH:3]=[C:4]([CH:5]=[CH:6][CH:7]=1)[O:8][C:16]1[CH:21]=[CH:20][N:19]=[C:18]([C:22]([NH:24][CH3:25])=[O:23])[CH:17]=1. (2) The product is: [CH:16]1([C:5]2[C:4]([C:1](=[NH:2])[S:3][CH3:21])=[CH:13][C:8]([C:9]([O:11][CH3:12])=[O:10])=[C:7]([CH2:14][CH3:15])[CH:6]=2)[CH2:17][CH2:18][CH2:19]1. Given the reactants [C:1]([C:4]1[C:5]([CH:16]2[CH2:19][CH2:18][CH2:17]2)=[CH:6][C:7]([CH2:14][CH3:15])=[C:8]([CH:13]=1)[C:9]([O:11][CH3:12])=[O:10])(=[S:3])[NH2:2].I[CH3:21], predict the reaction product. (3) Given the reactants [Se].[Br:2][C:3]1[CH:12]=[C:11]2[C:6]([CH:7]=[CH:8][C:9]([CH3:13])=[N:10]2)=[CH:5][CH:4]=1.[O:14]1CCOCC1, predict the reaction product. The product is: [Br:2][C:3]1[CH:12]=[C:11]2[C:6]([CH:7]=[CH:8][C:9]([CH:13]=[O:14])=[N:10]2)=[CH:5][CH:4]=1. (4) Given the reactants [C:1]12([CH2:11][NH:12][CH2:13][CH2:14][CH:15]([OH:17])[CH3:16])[CH2:10][CH:5]3[CH2:6][CH:7]([CH2:9][CH:3]([CH2:4]3)[CH2:2]1)[CH2:8]2.CCN(CC)CC.Cl[C:26](Cl)([O:28]C(=O)OC(Cl)(Cl)Cl)Cl, predict the reaction product. The product is: [C:1]12([CH2:11][N:12]3[CH2:13][CH2:14][CH:15]([CH3:16])[O:17][C:26]3=[O:28])[CH2:10][CH:5]3[CH2:6][CH:7]([CH2:9][CH:3]([CH2:4]3)[CH2:2]1)[CH2:8]2. (5) Given the reactants [F:1][C:2]1[CH:7]=[CH:6][C:5]([C:8]([C:17]2[CH:22]=[C:21]([C:23]([F:26])([F:25])[F:24])[CH:20]=[C:19]([F:27])[CH:18]=2)([NH2:16])[CH2:9][C:10]2[CH:15]=[CH:14][CH:13]=[CH:12][CH:11]=2)=[CH:4][C:3]=1[C:28]([F:31])([F:30])[F:29].[CH:32]1([N:37]=[C:38]=[O:39])[CH2:36][CH2:35][CH2:34][CH2:33]1, predict the reaction product. The product is: [CH:32]1([NH:37][C:38]([NH:16][C:8]([C:5]2[CH:6]=[CH:7][C:2]([F:1])=[C:3]([C:28]([F:31])([F:29])[F:30])[CH:4]=2)([C:17]2[CH:22]=[C:21]([C:23]([F:24])([F:25])[F:26])[CH:20]=[C:19]([F:27])[CH:18]=2)[CH2:9][C:10]2[CH:15]=[CH:14][CH:13]=[CH:12][CH:11]=2)=[O:39])[CH2:36][CH2:35][CH2:34][CH2:33]1. (6) Given the reactants [Br:1][C:2]1[CH:10]=[CH:9][C:5]([C:6](O)=[O:7])=[CH:4][C:3]=1[O:11][CH:12]([F:14])[F:13].[CH3:15][S:16]([NH2:19])(=[O:18])=[O:17].Cl.C(N=C=NCCCN(C)C)C, predict the reaction product. The product is: [Br:1][C:2]1[CH:10]=[CH:9][C:5]([C:6]([NH:19][S:16]([CH3:15])(=[O:18])=[O:17])=[O:7])=[CH:4][C:3]=1[O:11][CH:12]([F:14])[F:13]. (7) Given the reactants FC(F)(F)S(O[C:7]1[CH:12]=[CH:11][C:10]([C:13](=[O:15])[CH3:14])=[CH:9][C:8]=1[O:16][CH3:17])(=O)=O.[Br-].[N:21]1[CH:26]=[CH:25][CH:24]=[CH:23][C:22]=1[Zn+], predict the reaction product. The product is: [CH3:17][O:16][C:8]1[CH:9]=[C:10]([C:13](=[O:15])[CH3:14])[CH:11]=[CH:12][C:7]=1[C:22]1[CH:23]=[CH:24][CH:25]=[CH:26][N:21]=1. (8) The product is: [CH2:41]([S:48]([NH:51][C:34]([C:33]1[S:32][C:31]2[CH:37]=[CH:38][CH:39]=[CH:40][C:30]=2[C:29]=1[CH2:28][CH2:27][CH2:26][O:25][C:15]1[C:24]2[C:19](=[CH:20][CH:21]=[CH:22][CH:23]=2)[CH:18]=[CH:17][CH:16]=1)=[O:35])(=[O:50])=[O:49])[C:42]1[CH:47]=[CH:46][CH:45]=[CH:44][CH:43]=1. Given the reactants C1C2C(=CC=CC=2)C=CC=1S(N)(=O)=O.[C:15]1([O:25][CH2:26][CH2:27][CH2:28][C:29]2[C:30]3[CH:40]=[CH:39][CH:38]=[CH:37][C:31]=3[S:32][C:33]=2[C:34](O)=[O:35])[C:24]2[C:19](=[CH:20][CH:21]=[CH:22][CH:23]=2)[CH:18]=[CH:17][CH:16]=1.[CH2:41]([S:48]([NH2:51])(=[O:50])=[O:49])[C:42]1[CH:47]=[CH:46][CH:45]=[CH:44][CH:43]=1, predict the reaction product.